Task: Predict which catalyst facilitates the given reaction.. Dataset: Catalyst prediction with 721,799 reactions and 888 catalyst types from USPTO Reactant: [NH2:1][C:2]1[CH:10]=[CH:9][CH:8]=[C:7]([Cl:11])[C:3]=1[C:4](O)=[O:5].C[N:13]1CCOCC1.C1C=CC2N(O)N=NC=2C=1.CCN=C=NCCCN(C)C.[OH-].[NH4+]. Product: [NH2:1][C:2]1[CH:10]=[CH:9][CH:8]=[C:7]([Cl:11])[C:3]=1[C:4]([NH2:13])=[O:5]. The catalyst class is: 1.